The task is: Predict the product of the given reaction.. This data is from Forward reaction prediction with 1.9M reactions from USPTO patents (1976-2016). The product is: [F:1][C:2]1[CH:18]=[CH:17][C:5]([O:6][C:7]2[CH:12]=[CH:11][C:10]([S:13]([Cl:21])(=[O:15])=[O:14])=[CH:9][CH:8]=2)=[CH:4][CH:3]=1. Given the reactants [F:1][C:2]1[CH:18]=[CH:17][C:5]([O:6][C:7]2[CH:12]=[CH:11][C:10]([S:13](O)(=[O:15])=[O:14])=[CH:9][CH:8]=2)=[CH:4][CH:3]=1.S(Cl)([Cl:21])=O, predict the reaction product.